Dataset: Forward reaction prediction with 1.9M reactions from USPTO patents (1976-2016). Task: Predict the product of the given reaction. (1) The product is: [CH3:25][N:2]([CH3:1])[C:3]1[CH:4]=[CH:5][C:6]([Si:21]([CH3:23])([CH3:22])[CH3:24])=[C:7]([CH:20]=1)[C:8]([NH:10][CH2:11][CH3:12])=[O:9]. Given the reactants [CH3:1][N:2]([CH3:25])[C:3]1[CH:4]=[CH:5][C:6]([Si:21]([CH3:24])([CH3:23])[CH3:22])=[C:7]([CH:20]=1)[C:8]([N:10](CC)[CH:11](OC)[C:12](C)(C)C)=[O:9].I[Si](C)(C)C, predict the reaction product. (2) Given the reactants [CH3:1][N:2]1[C:10]2[C:5](=[C:6]([CH3:11])[CH:7]=[CH:8][CH:9]=2)[C:4]([CH2:12][N:13](C)[CH3:14])=[CH:3]1.C[I:17], predict the reaction product. The product is: [I-:17].[CH3:1][N:2]1[C:10]2[C:5](=[C:6]([CH3:11])[CH:7]=[CH:8][CH:9]=2)[C:4]([CH2:12][NH2+:13][CH3:14])=[CH:3]1. (3) Given the reactants [O:1]([CH2:8][C@@H:9]([OH:37])[CH2:10][NH:11][CH2:12][CH2:13][CH:14]([C:26]1[CH:31]=[CH:30][C:29]([NH:32][C:33]([O:35][CH3:36])=[O:34])=[CH:28][CH:27]=1)[C:15]1[CH:20]=[CH:19][C:18]([NH:21][C:22]([O:24][CH3:25])=[O:23])=[CH:17][CH:16]=1)[C:2]1[CH:7]=[CH:6][CH:5]=[CH:4][CH:3]=1.[P:38](=O)([OH:41])([OH:40])[OH:39], predict the reaction product. The product is: [P:38]([O:37][C@@H:9]([CH2:10][NH:11][CH2:12][CH2:13][CH:14]([C:15]1[CH:20]=[CH:19][C:18]([NH:21][C:22]([O:24][CH3:25])=[O:23])=[CH:17][CH:16]=1)[C:26]1[CH:27]=[CH:28][C:29]([NH:32][C:33]([O:35][CH3:36])=[O:34])=[CH:30][CH:31]=1)[CH2:8][O:1][C:2]1[CH:7]=[CH:6][CH:5]=[CH:4][CH:3]=1)([OH:41])([OH:40])=[O:39]. (4) The product is: [C:17]([N:14]1[CH2:15][CH2:16][C@@H:12]([NH:11][S:8]([C:6]2[CH:7]=[C:2]([NH:1][C:29]([NH:28][CH2:26][CH3:27])=[O:30])[CH:3]=[CH:4][C:5]=2[O:24][CH3:25])(=[O:9])=[O:10])[CH2:13]1)#[N:33]. Given the reactants [NH2:1][C:2]1[CH:3]=[CH:4][C:5]([O:24][CH3:25])=[C:6]([S:8]([NH:11][C@@H:12]2[CH2:16][CH2:15][N:14]([C:17](OC(C)(C)C)=O)[CH2:13]2)(=[O:10])=[O:9])[CH:7]=1.[CH2:26]([N:28]=[C:29]=[O:30])[CH3:27].C([N:33](CC)CC)C.CCN(C(C)C)C(C)C.BrC#N.C(O)C(N)(CO)CO, predict the reaction product. (5) The product is: [ClH:37].[F:1][C:2]1[CH:7]=[CH:6][CH:5]=[C:4]([F:8])[C:3]=1[N:9]1[C:17]2[CH:16]=[CH:15][NH:14][C:13](=[O:18])[C:12]=2[C:11]([C:19]2[CH:20]=[CH:21][C:22]([N:25]3[CH2:26][CH2:27][O:28][CH2:29][CH2:30]3)=[CH:23][CH:24]=2)=[N:10]1. Given the reactants [F:1][C:2]1[CH:7]=[CH:6][CH:5]=[C:4]([F:8])[C:3]=1[N:9]1[C:17]2[CH:16]=[CH:15][NH:14][C:13](=[O:18])[C:12]=2[C:11]([C:19]2[CH:24]=[CH:23][C:22]([N:25]3[CH2:30][CH2:29][O:28][CH2:27][CH2:26]3)=[CH:21][CH:20]=2)=[N:10]1.C(OC(=O)C)C.[ClH:37], predict the reaction product. (6) Given the reactants [CH3:1][O:2][C:3]1[CH:8]=[CH:7][CH:6]=[CH:5][C:4]=1[C:9]1[NH:10][C:11]2[C:16]([CH:17]=1)=[CH:15][C:14]([C:18]1[CH2:19][CH:20]3[N:25]([CH2:26][CH2:27][N:28](C)[C:29](=O)OC(C)(C)C)[CH:23]([CH:24]=1)[CH2:22][CH2:21]3)=[CH:13][CH:12]=2.C(O)(C(F)(F)F)=O, predict the reaction product. The product is: [CH3:1][O:2][C:3]1[CH:8]=[CH:7][CH:6]=[CH:5][C:4]=1[C:9]1[NH:10][C:11]2[C:16]([CH:17]=1)=[CH:15][C:14]([CH:18]1[CH2:19][CH:20]3[N:25]([CH2:26][CH2:27][NH:28][CH3:29])[CH:23]([CH2:22][CH2:21]3)[CH2:24]1)=[CH:13][CH:12]=2. (7) Given the reactants [N:1]1[CH:6]=[CH:5][N:4]=[CH:3][C:2]=1[C:7]#[N:8].C[O-].[Na+].[Cl-:12].[NH4+:13], predict the reaction product. The product is: [ClH:12].[N:1]1[CH:6]=[CH:5][N:4]=[CH:3][C:2]=1[C:7]([NH2:13])=[NH:8]. (8) Given the reactants [C:1]([O:5][C:6](=[O:15])[NH:7][C:8]1[CH:13]=[CH:12][CH:11]=[C:10]([NH2:14])[CH:9]=1)([CH3:4])([CH3:3])[CH3:2].[C:16]1([N:22]=[C:23]=[O:24])[CH:21]=[CH:20][CH:19]=[CH:18][CH:17]=1, predict the reaction product. The product is: [C:1]([O:5][C:6](=[O:15])[NH:7][C:8]1[CH:13]=[CH:12][CH:11]=[C:10]([NH:14][C:23]([NH:22][C:16]2[CH:21]=[CH:20][CH:19]=[CH:18][CH:17]=2)=[O:24])[CH:9]=1)([CH3:4])([CH3:2])[CH3:3]. (9) Given the reactants Cl[C:2]1[CH:10]=[C:9]([CH:11]2[CH2:13][CH2:12]2)[C:5]([C:6]([OH:8])=[O:7])=[CH:4][N:3]=1.[Cl:14][C:15]1[CH:16]=[C:17]([CH:19]=[CH:20][CH:21]=1)[NH2:18].[OH-].[Na+].CCOCC, predict the reaction product. The product is: [Cl:14][C:15]1[CH:16]=[C:17]([NH:18][C:2]2[CH:10]=[C:9]([CH:11]3[CH2:13][CH2:12]3)[C:5]([C:6]([OH:8])=[O:7])=[CH:4][N:3]=2)[CH:19]=[CH:20][CH:21]=1. (10) Given the reactants Br[C:2]1[C:10]2[C:5](=[CH:6][CH:7]=[C:8]([C:11]#[N:12])[CH:9]=2)[N:4](C(OC(C)(C)C)=O)[N:3]=1.C([Sn](CCCC)(CCCC)[C:25]1[CH:30]=[CH:29][CH:28]=[CH:27][CH:26]=1)CCC, predict the reaction product. The product is: [C:25]1([C:2]2[C:10]3[C:5](=[CH:6][CH:7]=[C:8]([C:11]#[N:12])[CH:9]=3)[NH:4][N:3]=2)[CH:30]=[CH:29][CH:28]=[CH:27][CH:26]=1.